From a dataset of Catalyst prediction with 721,799 reactions and 888 catalyst types from USPTO. Predict which catalyst facilitates the given reaction. (1) Reactant: [NH2:1][C:2]1[CH:9]=[CH:8][C:5]([CH2:6][OH:7])=[CH:4][CH:3]=1.[C:10]([NH:17][CH2:18][C:19](O)=[O:20])([O:12][C:13]([CH3:16])([CH3:15])[CH3:14])=[O:11].ON1C2C=CC=CC=2N=N1.C(N(CC)C(C)C)(C)C. Product: [C:13]([O:12][C:10]([NH:17][CH2:18][C:19]([NH:1][C:2]1[CH:9]=[CH:8][C:5]([CH2:6][OH:7])=[CH:4][CH:3]=1)=[O:20])=[O:11])([CH3:16])([CH3:15])[CH3:14]. The catalyst class is: 42. (2) Reactant: [O:1]1[C:5]2[CH:6]=[CH:7][C:8]([C:10]3[CH:11]=[C:12]([CH:38]=[C:39]([C:41]([N:43]4[CH2:48][CH2:47][NH:46][CH2:45][CH2:44]4)=[O:42])[CH:40]=3)[O:13][CH2:14][CH2:15][CH2:16][CH2:17][CH2:18][CH2:19][C:20]3[C:21]([CH2:33][CH2:34][C:35]([OH:37])=[O:36])=[C:22]([CH:30]=[CH:31][CH:32]=3)[O:23][CH2:24][CH2:25][CH2:26][C:27]([OH:29])=[O:28])=[CH:9][C:4]=2[O:3][CH2:2]1.[C:49](OC(=O)C)(=[O:51])[CH3:50].C(N(CC)CC)C. Product: [C:49]([N:46]1[CH2:45][CH2:44][N:43]([C:41]([C:39]2[CH:38]=[C:12]([CH:11]=[C:10]([C:8]3[CH:7]=[CH:6][C:5]4[O:1][CH2:2][O:3][C:4]=4[CH:9]=3)[CH:40]=2)[O:13][CH2:14][CH2:15][CH2:16][CH2:17][CH2:18][CH2:19][C:20]2[C:21]([CH2:33][CH2:34][C:35]([OH:37])=[O:36])=[C:22]([CH:30]=[CH:31][CH:32]=2)[O:23][CH2:24][CH2:25][CH2:26][C:27]([OH:29])=[O:28])=[O:42])[CH2:48][CH2:47]1)(=[O:51])[CH3:50]. The catalyst class is: 96. (3) Reactant: C([O:3][C:4](=[O:22])[C:5]([CH2:20][CH3:21])([OH:19])[CH:6]([CH2:12][C:13]1[CH:18]=[CH:17][CH:16]=[CH:15][CH:14]=1)[C:7]([O:9]CC)=[O:8])C.O.[OH-].[Na+].Cl. Product: [CH2:12]([CH:6]([C:7]([OH:9])=[O:8])[C:5]([CH2:20][CH3:21])([OH:19])[C:4]([OH:22])=[O:3])[C:13]1[CH:14]=[CH:15][CH:16]=[CH:17][CH:18]=1. The catalyst class is: 12. (4) Reactant: [CH3:1][N:2]1[C:10]2[C:5](=[C:6]([N+:11]([O-])=O)[CH:7]=[CH:8][CH:9]=2)[CH:4]=[N:3]1.[H][H]. Product: [CH3:1][N:2]1[C:10]2[CH:9]=[CH:8][CH:7]=[C:6]([NH2:11])[C:5]=2[CH:4]=[N:3]1. The catalyst class is: 29. (5) Reactant: [Cl:1][C:2]1[N:7]=[C:6]([CH:8]=[CH:9][C:10]2[CH:11]=[C:12]([NH:16][C:17](=[O:22])[C:18]([F:21])([F:20])[F:19])[CH:13]=[CH:14][CH:15]=2)[CH:5]=[CH:4][N:3]=1.[I-].[NH2:24][N+:25]1[CH:30]=[CH:29][CH:28]=[CH:27][CH:26]=1.[OH-].[K+].C([O-])([O-])=O.[K+].[K+]. Product: [Cl:1][C:2]1[N:7]=[C:6]([C:8]2[C:9]([C:10]3[CH:11]=[C:12]([NH:16][C:17](=[O:22])[C:18]([F:19])([F:20])[F:21])[CH:13]=[CH:14][CH:15]=3)=[N:24][N:25]3[CH:30]=[CH:29][CH:28]=[CH:27][C:26]=23)[CH:5]=[CH:4][N:3]=1. The catalyst class is: 58. (6) Reactant: [CH2:1]([O:8][C:9]([NH:11][C:12]1[C:13]([C:23](O)=[O:24])=[N:14][C:15]2[C:20]([CH:21]=1)=[CH:19][CH:18]=[C:17]([Br:22])[CH:16]=2)=[O:10])[C:2]1[CH:7]=[CH:6][CH:5]=[CH:4][CH:3]=1.[NH2:26][C:27]1[CH:28]=[N:29][CH:30]=[CH:31][C:32]=1[N:33]1[CH2:38][C@H:37]([CH3:39])[CH2:36][C@H:35]([NH:40][C:41](=[O:47])[O:42][C:43]([CH3:46])([CH3:45])[CH3:44])[CH2:34]1.CN(C(ON1N=NC2C=CC=NC1=2)=[N+](C)C)C.F[P-](F)(F)(F)(F)F.CCN(C(C)C)C(C)C. Product: [Br:22][C:17]1[CH:16]=[C:15]2[C:20]([CH:21]=[C:12]([NH:11][C:9](=[O:10])[O:8][CH2:1][C:2]3[CH:3]=[CH:4][CH:5]=[CH:6][CH:7]=3)[C:13]([C:23]([NH:26][C:27]3[CH:28]=[N:29][CH:30]=[CH:31][C:32]=3[N:33]3[CH2:38][C@H:37]([CH3:39])[CH2:36][C@H:35]([NH:40][C:41]([O:42][C:43]([CH3:46])([CH3:45])[CH3:44])=[O:47])[CH2:34]3)=[O:24])=[N:14]2)=[CH:19][CH:18]=1. The catalyst class is: 3. (7) Reactant: [Cl:1][C:2]1[CH:15]=[C:14]([F:16])[C:13]([N:17]2[C:22](=[O:23])[CH:21]=[C:20]([C:24]([F:27])([F:26])[F:25])[N:19]([CH3:28])[C:18]2=[O:29])=[CH:12][C:3]=1[O:4][C:5]1[CH:6]=[C:7]([OH:11])[CH:8]=[CH:9][CH:10]=1.C(=O)([O-])[O-].[K+].[K+].Br[CH2:37][C:38]([O:40][CH3:41])=[O:39]. Product: [Cl:1][C:2]1[CH:15]=[C:14]([F:16])[C:13]([N:17]2[C:22](=[O:23])[CH:21]=[C:20]([C:24]([F:25])([F:26])[F:27])[N:19]([CH3:28])[C:18]2=[O:29])=[CH:12][C:3]=1[O:4][C:5]1[CH:6]=[C:7]([CH:8]=[CH:9][CH:10]=1)[O:11][CH2:37][C:38]([O:40][CH3:41])=[O:39]. The catalyst class is: 9. (8) The catalyst class is: 8. Product: [NH2:19][C:12]1[CH:11]=[CH:10][C:9]2[S:8][C:7]3[C:16](=[CH:17][CH:18]=[C:5]([NH2:4])[CH:6]=3)[S:15][C:14]=2[CH:13]=1. Reactant: C([NH:4][C:5]1[CH:18]=[CH:17][C:16]2[S:15][C:14]3[C:9](=[CH:10][CH:11]=[C:12]([NH:19]C(=O)C)[CH:13]=3)[S:8][C:7]=2[CH:6]=1)(=O)C.Cl. (9) Reactant: Cl[C:2]([O:4][C:5]1[CH:10]=[CH:9][CH:8]=[CH:7][CH:6]=1)=[O:3].[NH2:11][C:12]1[C:13]([O:24][CH3:25])=[C:14]([CH2:22][OH:23])[CH:15]=[C:16]([C:18]([CH3:21])([CH3:20])[CH3:19])[CH:17]=1.C([O-])(O)=O.[Na+]. Product: [C:5]1([O:4][C:2](=[O:3])[NH:11][C:12]2[CH:17]=[C:16]([C:18]([CH3:21])([CH3:19])[CH3:20])[CH:15]=[C:14]([CH2:22][OH:23])[C:13]=2[O:24][CH3:25])[CH:10]=[CH:9][CH:8]=[CH:7][CH:6]=1. The catalyst class is: 168. (10) Reactant: Cl.[C:2]([O:5][C@H:6]1[C@H:11]([NH2:12])[C@@H:10]([O:13][C:14](=[O:16])[CH3:15])[C@H:9]([O:17][C:18](=[O:20])[CH3:19])[C@@H:8]([CH2:21][O:22][C:23](=[O:25])[CH3:24])[O:7]1)(=[O:4])[CH3:3].[CH2:26]([N:28]=[C:29]=[S:30])[CH3:27].C(N(CC)CC)C. Product: [C:2]([O:5][C@H:6]1[C@H:11]([NH:12][C:29]([NH:28][CH2:26][CH3:27])=[S:30])[C@@H:10]([O:13][C:14](=[O:16])[CH3:15])[C@H:9]([O:17][C:18](=[O:20])[CH3:19])[C@@H:8]([CH2:21][O:22][C:23](=[O:25])[CH3:24])[O:7]1)(=[O:4])[CH3:3]. The catalyst class is: 23.